Dataset: TCR-epitope binding with 47,182 pairs between 192 epitopes and 23,139 TCRs. Task: Binary Classification. Given a T-cell receptor sequence (or CDR3 region) and an epitope sequence, predict whether binding occurs between them. The epitope is RQLLFVVEV. The TCR CDR3 sequence is CASSSEPRGTDTQYF. Result: 1 (the TCR binds to the epitope).